This data is from Catalyst prediction with 721,799 reactions and 888 catalyst types from USPTO. The task is: Predict which catalyst facilitates the given reaction. (1) Reactant: [CH2:1]([O:8][C:9]([N:11]1[CH2:15][C@@H:14]([F:16])[CH2:13][C@H:12]1[C:17]#[N:18])=[O:10])[C:2]1[CH:7]=[CH:6][CH:5]=[CH:4][CH:3]=1.C(N(CC)CC)C.Cl.[NH2:27][OH:28]. Product: [CH2:1]([O:8][C:9]([N:11]1[CH2:15][C@@H:14]([F:16])[CH2:13][C@H:12]1[C:17]([NH2:18])=[N:27][OH:28])=[O:10])[C:2]1[CH:7]=[CH:6][CH:5]=[CH:4][CH:3]=1. The catalyst class is: 8. (2) Reactant: [CH2:1]([N:4]([CH2:36][CH2:37][CH3:38])[CH:5]([C:21]1[CH:26]=[CH:25][CH:24]=[C:23]([C:27]2[C:32]([CH3:33])=[CH:31][C:30]([CH3:34])=[CH:29][C:28]=2[CH3:35])[N:22]=1)[CH:6]([CH:10]([C:16]([O:18]CC)=O)[C:11]([O:13][CH2:14][CH3:15])=[O:12])OCC)[CH2:2][CH3:3]. Product: [CH2:1]([N:4]([CH2:36][CH2:37][CH3:38])[C:5]1[CH:6]=[C:10]([C:11]([O:13][CH2:14][CH3:15])=[O:12])[C:16](=[O:18])[N:22]2[C:21]=1[CH:26]=[CH:25][CH:24]=[C:23]2[C:27]1[C:32]([CH3:33])=[CH:31][C:30]([CH3:34])=[CH:29][C:28]=1[CH3:35])[CH2:2][CH3:3]. The catalyst class is: 736. (3) Reactant: [H-].[Na+].[O:3]1[CH2:8][CH2:7][CH:6]([OH:9])[CH2:5][CH2:4]1.[Br:10][C:11]1[C:12](Cl)=[N:13][CH:14]=[C:15]([CH:20]=1)[C:16]([O:18][CH3:19])=[O:17]. Product: [Br:10][C:11]1[C:12]([O:9][CH:6]2[CH2:7][CH2:8][O:3][CH2:4][CH2:5]2)=[N:13][CH:14]=[C:15]([CH:20]=1)[C:16]([O:18][CH:19]1[CH2:7][CH2:8][O:3][CH2:4][CH2:5]1)=[O:17]. The catalyst class is: 215. (4) Reactant: C(OC([N:8]1[CH2:13][CH2:12][N:11]([C:14]2[CH:19]=[CH:18][C:17]([C:20]#[N:21])=[C:16]([F:22])[C:15]=2[F:23])[CH2:10][CH2:9]1)=O)(C)(C)C.[F:24][C:25]([F:30])([F:29])[C:26]([OH:28])=[O:27]. Product: [F:22][C:16]1[C:15]([F:23])=[C:14]([N:11]2[CH2:12][CH2:13][NH:8][CH2:9][CH2:10]2)[CH:19]=[CH:18][C:17]=1[C:20]#[N:21].[F:24][C:25]([F:30])([F:29])[C:26]([OH:28])=[O:27]. The catalyst class is: 4. (5) The catalyst class is: 32. Product: [CH3:1][C:2]1[C:7]([NH:8][C:9]([CH2:11][N:12]2[CH2:13][CH2:14][N:15]([CH2:18][CH:19]([OH:30])[CH2:20][O:21][C:22]3[CH:23]=[CH:24][CH:25]=[CH:26][C:27]=3[O:28][CH3:29])[CH2:16][CH2:17]2)=[O:10])=[C:6]([CH3:31])[CH:5]=[CH:4][CH:3]=1.[C:32]([O-:37])(=[O:36])[C:33]([O-:35])=[O:34]. Reactant: [CH3:1][C:2]1[C:7]([NH:8][C:9]([CH2:11][N:12]2[CH2:17][CH2:16][N:15]([CH2:18][CH:19]([OH:30])[CH2:20][O:21][C:22]3[CH:23]=[CH:24][CH:25]=[CH:26][C:27]=3[O:28][CH3:29])[CH2:14][CH2:13]2)=[O:10])=[C:6]([CH3:31])[CH:5]=[CH:4][CH:3]=1.[C:32]([OH:37])(=[O:36])[C:33]([OH:35])=[O:34]. (6) Reactant: [CH3:1][O:2][C:3]1[CH:14]=[CH:13][C:6]2[N:7]([CH3:12])[C:8](=O)[CH2:9][O:10][C:5]=2[CH:4]=1.CSC.B. The catalyst class is: 1. Product: [CH3:1][O:2][C:3]1[CH:14]=[CH:13][C:6]2[N:7]([CH3:12])[CH2:8][CH2:9][O:10][C:5]=2[CH:4]=1. (7) The catalyst class is: 842. Product: [CH:1]1([CH:7]([NH:20][C:21]2[CH:22]=[CH:23][C:24]([C:25]([NH:31][CH2:32][CH:33]([OH:38])[C:34]([OH:36])=[O:35])=[O:26])=[CH:28][CH:29]=2)[C:8]2[CH:12]=[C:11]([C:13]3[CH:18]=[CH:17][CH:16]=[CH:15][CH:14]=3)[O:10][C:9]=2[CH3:19])[CH2:6][CH2:5][CH2:4][CH2:3][CH2:2]1. Reactant: [CH:1]1([CH:7]([NH:20][C:21]2[CH:29]=[CH:28][C:24]([C:25](O)=[O:26])=[CH:23][CH:22]=2)[C:8]2[CH:12]=[C:11]([C:13]3[CH:18]=[CH:17][CH:16]=[CH:15][CH:14]=3)[O:10][C:9]=2[CH3:19])[CH2:6][CH2:5][CH2:4][CH2:3][CH2:2]1.Cl.[NH2:31][CH2:32][CH:33]([OH:38])[C:34]([O:36]C)=[O:35].Cl.C(N=C=NCCCN(C)C)C.O.OC1C2N=NNC=2C=CC=1.